This data is from HIV replication inhibition screening data with 41,000+ compounds from the AIDS Antiviral Screen. The task is: Binary Classification. Given a drug SMILES string, predict its activity (active/inactive) in a high-throughput screening assay against a specified biological target. (1) The drug is CC1(C(=O)O)CCOc2ccccc21. The result is 0 (inactive). (2) The compound is CSCC1(O)CCCCC1. The result is 0 (inactive). (3) The molecule is CCNCCNC(=O)c1ccc(Br)cc1.Cl. The result is 0 (inactive). (4) The drug is COC(=O)CC(=O)C(=CCC(C=C(C(=O)CC(=O)OC)C(=O)OC)OC)C(=O)OC. The result is 0 (inactive). (5) The drug is COc1c2occc2c([N+](=O)[O-])c2ccc(=O)oc12. The result is 0 (inactive). (6) The drug is CC(C)CC(NC(=O)C(Cc1ccc(O)cc1)NC(=O)C(C)N)C(=O)NCC(=O)NC(CCCCN)C(=O)NC(CCCCN)C(=O)NC(C(=O)NC(C)C(=O)NC(C(=O)NC(CC(N)=O)C(=O)O)C(C)O)C(C)C. The result is 0 (inactive). (7) The compound is C=C1C(C)C2C(Cc3ccccc3)NC(=O)C23C(OC(C)=O)C=CC(C)(O)C(=O)C(C)CC=CC3C1O. The result is 0 (inactive).